Dataset: Full USPTO retrosynthesis dataset with 1.9M reactions from patents (1976-2016). Task: Predict the reactants needed to synthesize the given product. (1) Given the product [NH2:8][CH2:9][CH2:10][CH2:11][CH2:12][N:13]([CH2:31][C:32]([NH:44][C:39]1[CH:40]=[CH:41][CH:42]=[C:43]2[C:38]=1[CH:37]=[CH:36][NH:35]2)=[O:33])[C:60]([NH:59][C:56]1[CH:57]=[CH:58][C:53]([O:52][CH2:45][C:46]2[CH:47]=[CH:48][CH:49]=[CH:50][CH:51]=2)=[CH:54][CH:55]=1)=[O:61], predict the reactants needed to synthesize it. The reactants are: C(OC([NH:8][CH2:9][CH2:10][CH2:11][CH2:12][N:13]([CH2:31][C:32](O)=[O:33])C(OCC1C2C=CC=CC=2C2C1=CC=CC=2)=O)=O)(C)(C)C.[NH:35]1[C:43]2[C:38](=[C:39]([NH2:44])[CH:40]=[CH:41][CH:42]=2)[CH:37]=[CH:36]1.[CH2:45]([O:52][C:53]1[CH:58]=[CH:57][C:56]([N:59]=[C:60]=[O:61])=[CH:55][CH:54]=1)[C:46]1[CH:51]=[CH:50][CH:49]=[CH:48][CH:47]=1. (2) Given the product [Cl:34][C:33]1[C:17]([C:15]#[N:16])=[C:18]([CH:30]=[CH:31][CH:32]=1)[O:19][C:20]1[CH:21]=[CH:22][C:23]([S:26]([NH:10][C:9]2[CH:11]=[CH:12][C:13]([Cl:14])=[C:7]([O:6][CH2:5][CH2:4][N:2]([CH3:1])[CH3:3])[CH:8]=2)(=[O:27])=[O:28])=[CH:24][CH:25]=1, predict the reactants needed to synthesize it. The reactants are: [CH3:1][N:2]([CH2:4][CH2:5][O:6][C:7]1[CH:8]=[C:9]([CH:11]=[CH:12][C:13]=1[Cl:14])[NH2:10])[CH3:3].[C:15]([C:17]1[C:33]([Cl:34])=[CH:32][CH:31]=[CH:30][C:18]=1[O:19][C:20]1[CH:25]=[CH:24][C:23]([S:26](Cl)(=[O:28])=[O:27])=[CH:22][CH:21]=1)#[N:16]. (3) Given the product [Br:1][C:2]1[CH:3]=[C:4]([NH2:12])[C:5]2[C:6]([F:11])=[N:7][NH:8][C:9]=2[CH:10]=1, predict the reactants needed to synthesize it. The reactants are: [Br:1][C:2]1[CH:10]=[C:9]2[C:5]([C:6]([F:11])=[N:7][NH:8]2)=[C:4]([N+:12]([O-])=O)[CH:3]=1.BrC1C=C2C(C=NN2)=C([N+]([O-])=O)C=1.S(S([O-])(=O)=O)([O-])(=O)=O.[Na+].[Na+].S(S([O-])=O)([O-])=O.[Na+].[Na+]. (4) Given the product [N:11]1([C:14]2[N:24]=[CH:23][CH:22]=[CH:21][C:15]=2[C:16]([O:18][CH2:19][CH3:20])=[O:17])[CH2:12][CH2:13][NH:8][CH2:9][CH2:10]1, predict the reactants needed to synthesize it. The reactants are: C([N:8]1[CH2:13][CH2:12][N:11]([C:14]2[N:24]=[CH:23][CH:22]=[CH:21][C:15]=2[C:16]([O:18][CH2:19][CH3:20])=[O:17])[CH2:10][CH2:9]1)C1C=CC=CC=1.C([O-])=O.[NH4+]. (5) Given the product [Si:1]([O:8][CH:9]([C:18]([F:19])([F:21])[F:20])[CH2:10][CH:11]([C:12]1[CH:17]=[CH:16][CH:15]=[CH:14][N:13]=1)[CH3:23])([C:4]([CH3:7])([CH3:6])[CH3:5])([CH3:3])[CH3:2], predict the reactants needed to synthesize it. The reactants are: [Si:1]([O:8][CH:9]([C:18]([F:21])([F:20])[F:19])[CH2:10][CH2:11][C:12]1[CH:17]=[CH:16][CH:15]=[CH:14][N:13]=1)([C:4]([CH3:7])([CH3:6])[CH3:5])([CH3:3])[CH3:2].[Li+].[CH3:23]C([N-]C(C)C)C.CI. (6) Given the product [CH3:30][O:32][C:9]1[CH:8]=[C:7]([NH:10][C:11]2[S:12][C:13]3[CH2:19][CH2:18][CH2:17][CH:16]([C:20]4[CH:21]=[CH:22][CH:23]=[CH:24][CH:25]=4)[C:14]=3[N:15]=2)[CH:6]=[CH:5][C:4]=1[C:3]([NH:28][NH2:29])=[O:26], predict the reactants needed to synthesize it. The reactants are: CO[C:3](=[O:26])[C:4]1[CH:9]=[CH:8][C:7]([NH:10][C:11]2[S:12][C:13]3[CH2:19][CH2:18][CH2:17][CH:16]([C:20]4[CH:25]=[CH:24][CH:23]=[CH:22][CH:21]=4)[C:14]=3[N:15]=2)=[CH:6][CH:5]=1.O.[NH2:28][NH2:29].[CH2:30]([OH:32])C.